From a dataset of Full USPTO retrosynthesis dataset with 1.9M reactions from patents (1976-2016). Predict the reactants needed to synthesize the given product. Given the product [F:21][CH:17]([F:22])[O:1][C:2]1[CH:3]=[C:4]([CH:9]=[CH:10][C:11]=1[C:12]([F:13])([F:14])[F:15])[C:5]([O:7][CH3:8])=[O:6], predict the reactants needed to synthesize it. The reactants are: [OH:1][C:2]1[CH:3]=[C:4]([CH:9]=[CH:10][C:11]=1[C:12]([F:15])([F:14])[F:13])[C:5]([O:7][CH3:8])=[O:6].Cl[C:17]([F:22])([F:21])C([O-])=O.[Na+].C(=O)([O-])[O-].[K+].[K+].O.